From a dataset of Catalyst prediction with 721,799 reactions and 888 catalyst types from USPTO. Predict which catalyst facilitates the given reaction. (1) Reactant: [CH3:1][C:2]([C:7]1[CH:12]=[CH:11][CH:10]=[CH:9][CH:8]=1)([CH3:6])[C:3](=[S:5])[NH2:4].Br[CH2:14][C:15](=O)[C:16]([O:18][CH2:19][CH3:20])=[O:17]. Product: [C:7]1([C:2]([C:3]2[S:5][CH:14]=[C:15]([C:16]([O:18][CH2:19][CH3:20])=[O:17])[N:4]=2)([CH3:1])[CH3:6])[CH:12]=[CH:11][CH:10]=[CH:9][CH:8]=1. The catalyst class is: 41. (2) Reactant: [CH2:1]([C:3]1[CH:18]=[C:6]2[C:7]([C:11](=[O:17])[CH2:12][C:13]([O:15][CH3:16])=[O:14])=[CH:8][CH:9]=[CH:10][N:5]2[N:4]=1)[CH3:2].[H-].[Na+].[CH3:21]I.[Cl-].[NH4+]. Product: [CH2:1]([C:3]1[CH:18]=[C:6]2[C:7]([C:11](=[O:17])[CH:12]([CH3:21])[C:13]([O:15][CH3:16])=[O:14])=[CH:8][CH:9]=[CH:10][N:5]2[N:4]=1)[CH3:2]. The catalyst class is: 9. (3) Reactant: [Cl:1][C:2]1[C:7]([CH3:8])=[C:6]([C:9]2[CH:14]=[CH:13][N:12]=[CH:11][CH:10]=2)[C:5]([C:15]2[CH:20]=[C:19]([F:21])[CH:18]=[C:17]([F:22])[CH:16]=2)=[C:4]([C:23](=O)[CH3:24])[CH:3]=1.C([O-])(=O)C.[NH4+].C([BH3-])#[N:32].[Na+].O1CCCC1. Product: [Cl:1][C:2]1[C:7]([CH3:8])=[C:6]([C:9]2[CH:14]=[CH:13][N:12]=[CH:11][CH:10]=2)[C:5]([C:15]2[CH:20]=[C:19]([F:21])[CH:18]=[C:17]([F:22])[CH:16]=2)=[C:4]([CH:23]([NH2:32])[CH3:24])[CH:3]=1. The catalyst class is: 449. (4) Reactant: C(OC(=O)[NH:7][CH:8]1[CH2:13][CH2:12][N:11]([CH2:14][CH2:15][N:16]2[C:25]3[C:20](=[CH:21][CH:22]=[C:23]([O:26][CH3:27])[CH:24]=3)[N:19]=[CH:18][C:17]2=[O:28])[CH2:10][CH2:9]1)(C)(C)C.FC(F)(F)C(O)=O.NC1CCN(CCN2C3C(=CC=C(F)C=3)N=CC2=O)CC1. Product: [NH2:7][CH:8]1[CH2:9][CH2:10][N:11]([CH2:14][CH2:15][N:16]2[C:25]3[C:20](=[CH:21][CH:22]=[C:23]([O:26][CH3:27])[CH:24]=3)[N:19]=[CH:18][C:17]2=[O:28])[CH2:12][CH2:13]1. The catalyst class is: 4. (5) Reactant: [S:1]1[CH:5]=[CH:4][CH:3]=[CH:2]1.C([Li])CCC.[Cl:11][C:12]1[N:17]=[CH:16][C:15]([Br:18])=[CH:14][N:13]=1.C(C1C(=O)C(Cl)=C(Cl)C(=O)C=1C#N)#N.O=C1O[C@H]([C@H](CO)O)C([O-])=C1O.[Na+].C(=O)([O-])[O-].[K+].[K+]. Product: [Br:18][C:15]1[C:14]([C:2]2[S:1][CH:5]=[CH:4][CH:3]=2)=[N:13][C:12]([Cl:11])=[N:17][CH:16]=1. The catalyst class is: 36. (6) Reactant: [NH:1]1[CH2:6][CH2:5][CH2:4][CH2:3][CH2:2]1.C(N(CC)CC)C.[F:14][C:15]([F:26])([F:25])[C:16](O[C:16](=[O:17])[C:15]([F:26])([F:25])[F:14])=[O:17]. Product: [F:14][C:15]([F:26])([F:25])[C:16]([N:1]1[CH2:6][CH2:5][CH2:4][CH2:3][CH2:2]1)=[O:17]. The catalyst class is: 28. (7) Reactant: [O-][CH2:2]CCC.[K+].[CH:7]([CH:9]1[CH2:14][CH2:13][CH:12]([CH:15]2[CH2:20][CH2:19][CH:18]([C:21]3[CH:22]=[C:23]4[C:28](=[C:29]([F:31])[CH:30]=3)[O:27][C:26](=[O:32])[CH2:25][CH2:24]4)[CH2:17][CH2:16]2)[CH2:11][CH2:10]1)=O. Product: [F:31][C:29]1[CH:30]=[C:21]([CH:18]2[CH2:17][CH2:16][CH:15]([CH:12]3[CH2:11][CH2:10][CH:9]([CH:7]=[CH2:2])[CH2:14][CH2:13]3)[CH2:20][CH2:19]2)[CH:22]=[C:23]2[C:28]=1[O:27][C:26](=[O:32])[CH2:25][CH2:24]2. The catalyst class is: 307. (8) Reactant: CON(C)[C:4]([C:6]1[C:15](=[O:16])[C:14]2[C:9](=[N:10][C:11]([CH3:17])=[CH:12][CH:13]=2)[N:8]([CH2:18][C:19]2[CH:24]=[CH:23][CH:22]=[C:21]([Br:25])[N:20]=2)[CH:7]=1)=[O:5].[CH3:27][O:28][C:29]1[CH:34]=[CH:33][C:32]([Mg]Br)=[CH:31][C:30]=1[CH3:37]. Product: [Br:25][C:21]1[N:20]=[C:19]([CH2:18][N:8]2[C:9]3[C:14](=[CH:13][CH:12]=[C:11]([CH3:17])[N:10]=3)[C:15](=[O:16])[C:6]([C:4](=[O:5])[C:32]3[CH:33]=[CH:34][C:29]([O:28][CH3:27])=[C:30]([CH3:37])[CH:31]=3)=[CH:7]2)[CH:24]=[CH:23][CH:22]=1. The catalyst class is: 1. (9) Reactant: [C:1]([C:5]1[CH:10]=[CH:9][N:8]=[C:7](Cl)[N:6]=1)([CH3:4])([CH3:3])[CH3:2].[CH3:12][NH2:13]. Product: [C:1]([C:5]1[CH:10]=[CH:9][N:8]=[C:7]([NH:13][CH3:12])[N:6]=1)([CH3:4])([CH3:3])[CH3:2]. The catalyst class is: 8. (10) Reactant: [CH2:1]([C:9]1[CH:17]=[CH:16][C:12]([C:13](O)=[O:14])=[CH:11][CH:10]=1)[CH2:2][C:3]1[CH:8]=[CH:7][CH:6]=[CH:5][CH:4]=1.C(Cl)(=O)OCC.[B-].[Na+].Cl. Product: [CH2:1]([C:9]1[CH:10]=[CH:11][C:12]([CH2:13][OH:14])=[CH:16][CH:17]=1)[CH2:2][C:3]1[CH:4]=[CH:5][CH:6]=[CH:7][CH:8]=1. The catalyst class is: 353.